Binary Classification. Given a miRNA mature sequence and a target amino acid sequence, predict their likelihood of interaction. From a dataset of Experimentally validated miRNA-target interactions with 360,000+ pairs, plus equal number of negative samples. (1) Result: 0 (no interaction). The protein sequence of the target gene is MTSTVLVDIRDEVTCPICLELLTEPLSIDCGHSFCQVCIIGNSNNSVFGQGGRSSCPVCRTSYQPGNLRPNRHLAAIVKRLREVALCPGKQLEVIFCALHGEKLQLFCKEDGKLICWLCERSQEHRGHHTFLMEEVAQEYQDMFQESLKKLRREQQEAEKLKALIQEKRESWKSQVEPEKRRIQTEFKQLRSILDREEQRELKKLEVEERKGLSIIEKAEGDLIHQSQSLKDLISDLEHRCQGSTVELLQDVGDVTKRSEFWTLRKPQALPTKLKSLFRAPDLRKMLKVFRELTDVQSYW.... The miRNA is mmu-miR-3058-5p with sequence UCAGCCACGGCUUACCUGGAAGA. (2) The miRNA is mmu-miR-291b-5p with sequence GAUCAAAGUGGAGGCCCUCUCC. The protein sequence of the target gene is MGNTTSCCVSSSPKLRRNAHSRLESYRPDTDLSREDTGCNLQHISDRENIDDLNMEFNPSDHPRASTIFLSKSQTDVREKRKSLFINHHPPGQTSRKYSSCSTIFLDDSTVSQPNLKYTIKCVALAIYYHIKNRDPDGRMLLDIFDENLHPLSKSEVPPDYDKHNPEQKQIYRFVRTLFSAAQLTAECAIVTLVYLERLLTYAEIDICPANWKRIVLGAILLASKVWDDQAVWNVDYCQILKDITVEDMNELERQFLELLQFNINVPSSVYAKYYFDLRSLAEANNLSFPLEPLSRERAH.... Result: 0 (no interaction).